Dataset: Full USPTO retrosynthesis dataset with 1.9M reactions from patents (1976-2016). Task: Predict the reactants needed to synthesize the given product. Given the product [CH3:18][C@H:17]1[O:19][CH2:2][C@@H:3]([CH3:4])[N:5]([C:6]([O:7][CH2:8][C:9]2[CH:10]=[CH:11][CH:12]=[CH:13][CH:14]=2)=[O:15])[CH2:16]1, predict the reactants needed to synthesize it. The reactants are: O[CH2:2][C@H:3]([N:5]([CH2:16][C@H:17]([OH:19])[CH3:18])[C:6](=[O:15])[O:7][CH2:8][C:9]1[CH:14]=[CH:13][CH:12]=[CH:11][CH:10]=1)[CH3:4].C1(P(C2C=CC=CC=2)C2C=CC=CC=2)C=CC=CC=1.N(C(OCC)=O)=NC(OCC)=O.